This data is from TCR-epitope binding with 47,182 pairs between 192 epitopes and 23,139 TCRs. The task is: Binary Classification. Given a T-cell receptor sequence (or CDR3 region) and an epitope sequence, predict whether binding occurs between them. (1) The epitope is LLLGIGILV. The TCR CDR3 sequence is CASSEGIMRPGQTPYEQYF. Result: 1 (the TCR binds to the epitope). (2) The epitope is KMKDLSPRW. The TCR CDR3 sequence is CAGSVVSDNEQFF. Result: 0 (the TCR does not bind to the epitope). (3) The epitope is VSFIEFVGW. The TCR CDR3 sequence is CASRPPVRSDEQFF. Result: 0 (the TCR does not bind to the epitope). (4) The epitope is VLWAHGFEL. The TCR CDR3 sequence is CASTAGGEQYF. Result: 1 (the TCR binds to the epitope). (5) The epitope is RAKFKQLL. The TCR CDR3 sequence is CASSGLAGLGNEQFF. Result: 0 (the TCR does not bind to the epitope). (6) The epitope is LEPLVDLPI. The TCR CDR3 sequence is CASSQVWDTQREQYF. Result: 1 (the TCR binds to the epitope). (7) The epitope is AIMTRCLAV. The TCR CDR3 sequence is CASRTSGSTYEQYF. Result: 0 (the TCR does not bind to the epitope). (8) The epitope is PROT_97E67BCC. The TCR CDR3 sequence is CASRNRPGQASYEQYF. Result: 0 (the TCR does not bind to the epitope). (9) The epitope is FVDGVPFVV. The TCR CDR3 sequence is CASSESGGVVNEQFF. Result: 0 (the TCR does not bind to the epitope).